Dataset: Full USPTO retrosynthesis dataset with 1.9M reactions from patents (1976-2016). Task: Predict the reactants needed to synthesize the given product. (1) Given the product [CH3:1][O:2][C:3](=[O:20])[C:4]1[CH:9]=[C:8]([C:10](=[O:26])[CH2:11][CH2:12][O:13][CH3:14])[C:7]([C:15]([F:17])([F:18])[F:16])=[CH:6][C:5]=1[NH2:19], predict the reactants needed to synthesize it. The reactants are: [CH3:1][O:2][C:3](=[O:20])[C:4]1[CH:9]=[C:8]([C:10]#[C:11][CH2:12][O:13][CH3:14])[C:7]([C:15]([F:18])([F:17])[F:16])=[CH:6][C:5]=1[NH2:19].[S-2].[Na+].[Na+].Cl.C[OH:26]. (2) Given the product [Cl:1][C:2]1[CH:8]=[C:7]([Cl:9])[C:5]([OH:6])=[CH:4][C:3]=1[O:10][CH:15]([CH3:21])[C:16]([O:18][CH2:19][CH3:20])=[O:17], predict the reactants needed to synthesize it. The reactants are: [Cl:1][C:2]1[CH:8]=[C:7]([Cl:9])[C:5]([OH:6])=[CH:4][C:3]=1[OH:10].C[O-].[Na+].Br[CH:15]([CH3:21])[C:16]([O:18][CH2:19][CH3:20])=[O:17]. (3) Given the product [F:1][C:2]1[CH:7]=[CH:6][CH:5]=[CH:4][C:3]=1[C:8]1[N:13]=[C:12]2[C:14]([C:37]3[N:38]=[N:39][CH:40]=[C:41]([O:43][CH3:44])[CH:42]=3)=[CH:15][N:16]([S:17]([C:20]3[CH:26]=[CH:25][C:23]([CH3:24])=[CH:22][CH:21]=3)(=[O:18])=[O:19])[C:11]2=[CH:10][CH:9]=1, predict the reactants needed to synthesize it. The reactants are: [F:1][C:2]1[CH:7]=[CH:6][CH:5]=[CH:4][C:3]=1[C:8]1[N:13]=[C:12]2[C:14](B3OC(C)(C)C(C)(C)O3)=[CH:15][N:16]([S:17]([C:20]3[CH:26]=[CH:25][C:23]([CH3:24])=[CH:22][CH:21]=3)(=[O:19])=[O:18])[C:11]2=[CH:10][CH:9]=1.Cl[C:37]1[N:38]=[N:39][CH:40]=[C:41]([O:43][CH3:44])[CH:42]=1.P([O-])([O-])([O-])=O.[K+].[K+].[K+]. (4) The reactants are: Br[C:2]1[CH:7]=[CH:6][C:5]([CH3:8])=[CH:4][C:3]=1[C:9]([N:11]1[CH2:16][CH2:15][CH2:14][C@H:13]([CH3:17])[C@@H:12]1[CH2:18][NH:19][C:20]1[CH:25]=[CH:24][C:23]([C:26]([F:29])([F:28])[F:27])=[CH:22][N:21]=1)=[O:10].[CH3:30][N:31]1[CH:35]=[C:34](B2OC(C)(C)C(C)(C)O2)[CH:33]=[N:32]1.[C:45]([O-:48])([O-])=[O:46].[K+].[K+]. Given the product [CH3:17][C@H:13]1[CH2:14][CH2:15][CH2:16][N:11]([C:9]([C:3]2[CH:4]=[C:5]([CH3:8])[CH:6]=[CH:7][C:2]=2[C:34]2[CH:33]=[N:32][N:31]([CH3:30])[CH:35]=2)=[O:10])[C@H:12]1[CH2:18][NH:19][C:20]1[CH:25]=[CH:24][C:23]([C:26]([F:29])([F:28])[F:27])=[CH:22][N:21]=1.[C:45]([OH:48])([C:26]([F:29])([F:28])[F:27])=[O:46], predict the reactants needed to synthesize it. (5) Given the product [Cl:1][C:2]1[CH:3]=[C:4]([NH:8][C:9]2[CH:14]=[CH:13][C:12]3[N:11]([C:17]([CH2:18][C:19]([O:21][CH2:22][CH3:23])=[O:20])=[N:16][N:15]=3)[N:10]=2)[CH:5]=[CH:6][CH:7]=1, predict the reactants needed to synthesize it. The reactants are: [Cl:1][C:2]1[CH:3]=[C:4]([NH:8][C:9]2[N:10]=[N:11][C:12]([NH:15][NH2:16])=[CH:13][CH:14]=2)[CH:5]=[CH:6][CH:7]=1.[C:17](OCC)(=O)[CH2:18][C:19]([O:21][CH2:22][CH3:23])=[O:20]. (6) Given the product [NH2:16][C:12]1[CH:13]=[C:14]2[C:9](=[CH:10][C:11]=1[N+:20]([O-:22])=[O:21])[CH2:8][CH:7]([CH2:6][CH2:5][OH:4])[CH2:15]2, predict the reactants needed to synthesize it. The reactants are: C([O:4][CH2:5][CH2:6][CH:7]1[CH2:15][C:14]2[C:9](=[CH:10][C:11]([N+:20]([O-:22])=[O:21])=[C:12]([NH:16]C(=O)C)[CH:13]=2)[CH2:8]1)(=O)C.O.[CH]Cl. (7) Given the product [CH2:13]([NH:15][C:2]1[C:7]([CH:8]=[O:9])=[CH:6][N:5]=[C:4]2[NH:10][CH:11]=[CH:12][C:3]=12)[CH3:14], predict the reactants needed to synthesize it. The reactants are: Cl[C:2]1[C:7]([CH:8]=[O:9])=[CH:6][N:5]=[C:4]2[NH:10][CH:11]=[CH:12][C:3]=12.[CH2:13]([NH2:15])[CH3:14].COCCO. (8) Given the product [CH:1]1([CH2:7][CH:8]2[CH2:13][CH2:12][O:11][C:9]2=[O:10])[CH2:2][CH2:3][CH2:4][CH2:5][CH2:6]1, predict the reactants needed to synthesize it. The reactants are: [CH:1]1([CH:7]=[C:8]2[CH2:13][CH2:12][O:11][C:9]2=[O:10])[CH2:6][CH2:5][CH2:4][CH2:3][CH2:2]1.[BH4-].[Na+].